Dataset: Full USPTO retrosynthesis dataset with 1.9M reactions from patents (1976-2016). Task: Predict the reactants needed to synthesize the given product. (1) Given the product [C:36]([O:44][C:45]1([CH2:23][C:24]2[CH:25]=[C:26]([O:34][CH3:35])[C:27]([O:32][CH3:33])=[C:28]([O:30][CH3:31])[CH:29]=2)[C:53]2[C:48](=[CH:49][CH:50]=[CH:51][CH:52]=2)[N:47]([CH2:54][CH:55]([CH3:56])[CH3:57])[C:46]1=[O:58])(=[O:43])[C:37]1[CH:38]=[CH:39][CH:40]=[CH:41][CH:42]=1, predict the reactants needed to synthesize it. The reactants are: C(OC1([CH2:23][C:24]2[CH:29]=[C:28]([O:30][CH3:31])[C:27]([O:32][CH3:33])=[C:26]([O:34][CH3:35])[CH:25]=2)C2C(=CC=C(C)C=2)N(CC)C1=O)(=O)C1C=CC=CC=1.[C:36]([O:44][CH:45]1[C:53]2[C:48](=[CH:49][CH:50]=[CH:51][CH:52]=2)[N:47]([CH2:54][CH:55]([CH3:57])[CH3:56])[C:46]1=[O:58])(=[O:43])[C:37]1[CH:42]=[CH:41][CH:40]=[CH:39][CH:38]=1. (2) Given the product [CH2:21]([O:23][C:24]([C:26]1[CH:27]=[N:28][N:29]([C:2]2[N:6]([CH2:7][O:8][CH2:9][CH2:10][O:11][CH3:12])[C:5]3[CH:13]=[C:14]([Cl:20])[C:15]([N+:17]([O-:19])=[O:18])=[CH:16][C:4]=3[N:3]=2)[CH:30]=1)=[O:25])[CH3:22], predict the reactants needed to synthesize it. The reactants are: Cl[C:2]1[N:6]([CH2:7][O:8][CH2:9][CH2:10][O:11][CH3:12])[C:5]2[CH:13]=[C:14]([Cl:20])[C:15]([N+:17]([O-:19])=[O:18])=[CH:16][C:4]=2[N:3]=1.[CH2:21]([O:23][C:24]([C:26]1[CH:27]=[N:28][NH:29][CH:30]=1)=[O:25])[CH3:22].C(=O)([O-])[O-].[Cs+].[Cs+]. (3) The reactants are: [C:1]([O:4][CH2:5][C@@H:6]1[C@@H:11]([O:12][Si:13]([CH:20]([CH3:22])[CH3:21])([CH:17]([CH3:19])[CH3:18])[CH:14]([CH3:16])[CH3:15])[C@H:10]([O:23][Si:24]([CH:31]([CH3:33])[CH3:32])([CH:28]([CH3:30])[CH3:29])[CH:25]([CH3:27])[CH3:26])[CH:9]=[C:8]([C:34]2[CH:39]=[CH:38][N:37]=[CH:36][C:35]=2[N+:40]([O-])=O)[O:7]1)(=[O:3])[CH3:2]. Given the product [C:1]([O:4][CH2:5][C@@H:6]1[C@@H:11]([O:12][Si:13]([CH:14]([CH3:15])[CH3:16])([CH:20]([CH3:22])[CH3:21])[CH:17]([CH3:18])[CH3:19])[C@H:10]([O:23][Si:24]([CH:28]([CH3:30])[CH3:29])([CH:25]([CH3:27])[CH3:26])[CH:31]([CH3:32])[CH3:33])[CH2:9][C@H:8]([C:34]2[CH:39]=[CH:38][N:37]=[CH:36][C:35]=2[NH2:40])[O:7]1)(=[O:3])[CH3:2], predict the reactants needed to synthesize it.